This data is from Full USPTO retrosynthesis dataset with 1.9M reactions from patents (1976-2016). The task is: Predict the reactants needed to synthesize the given product. (1) Given the product [F:1][C:2]([F:13])([F:12])[O:3][C:4]1[CH:11]=[CH:10][C:7](/[CH:8]=[CH:33]/[CH:34]=[O:35])=[CH:6][CH:5]=1, predict the reactants needed to synthesize it. The reactants are: [F:1][C:2]([F:13])([F:12])[O:3][C:4]1[CH:11]=[CH:10][C:7]([CH:8]=O)=[CH:6][CH:5]=1.C1(P(=[CH:33][CH:34]=[O:35])(C2C=CC=CC=2)C2C=CC=CC=2)C=CC=CC=1. (2) Given the product [CH2:1]([O:8][C:9]1[CH:10]=[C:11]([C@@H:15]([C@H:17]([C:19]2[CH:24]=[CH:23][CH:22]=[C:21]([O:25][CH2:26][C:27]3[CH:32]=[CH:31][CH:30]=[CH:29][CH:28]=3)[CH:20]=2)[OH:18])[OH:16])[CH:12]=[CH:13][CH:14]=1)[C:2]1[CH:7]=[CH:6][CH:5]=[CH:4][CH:3]=1, predict the reactants needed to synthesize it. The reactants are: [CH2:1]([O:8][C:9]1[CH:10]=[C:11]([C:15]([CH:17]([C:19]2[CH:24]=[CH:23][CH:22]=[C:21]([O:25][CH2:26][C:27]3[CH:32]=[CH:31][CH:30]=[CH:29][CH:28]=3)[CH:20]=2)[OH:18])=[O:16])[CH:12]=[CH:13][CH:14]=1)[C:2]1[CH:7]=[CH:6][CH:5]=[CH:4][CH:3]=1.C(O)=O.CCN(CC)CC. (3) Given the product [C:1]([O:5][C:6](=[O:18])[NH:7][C:8]1[CH:13]=[C:12]([O:14][CH2:15][CH3:16])[CH:11]=[CH:10][C:9]=1[NH:17][C:24](=[O:23])[CH2:25][C:26](=[O:39])[C:27]1[CH:32]=[CH:31][CH:30]=[C:29]([C:33]2[CH:34]=[N:35][CH:36]=[CH:37][CH:38]=2)[CH:28]=1)([CH3:2])([CH3:4])[CH3:3], predict the reactants needed to synthesize it. The reactants are: [C:1]([O:5][C:6](=[O:18])[NH:7][C:8]1[CH:13]=[C:12]([O:14][CH2:15][CH3:16])[CH:11]=[CH:10][C:9]=1[NH2:17])([CH3:4])([CH3:3])[CH3:2].C([O:23][C:24](=O)[CH2:25][C:26](=[O:39])[C:27]1[CH:32]=[CH:31][CH:30]=[C:29]([C:33]2[CH:34]=[N:35][CH:36]=[CH:37][CH:38]=2)[CH:28]=1)(C)(C)C. (4) Given the product [Cl:5][C:6]1[CH:11]=[C:10]([S:12]([CH3:15])(=[O:13])=[O:14])[CH:9]=[CH:8][C:7]=1[CH2:16][C:17]1[CH:18]=[C:19]([OH:27])[CH:20]=[C:21]([C:23]([F:26])([F:24])[F:25])[CH:22]=1, predict the reactants needed to synthesize it. The reactants are: B(Br)(Br)Br.[Cl:5][C:6]1[CH:11]=[C:10]([S:12]([CH3:15])(=[O:14])=[O:13])[CH:9]=[CH:8][C:7]=1[CH2:16][C:17]1[CH:22]=[C:21]([C:23]([F:26])([F:25])[F:24])[CH:20]=[C:19]([O:27]C)[CH:18]=1.O. (5) Given the product [CH3:8][C:5]1[CH:6]=[CH:7][C:2]([NH:17][CH2:16][CH2:15][C:9]2[CH2:14][CH2:13][CH2:12][CH2:11][CH:10]=2)=[CH:3][CH:4]=1, predict the reactants needed to synthesize it. The reactants are: Br[C:2]1[CH:7]=[CH:6][C:5]([CH3:8])=[CH:4][CH:3]=1.[C:9]1([CH2:15][CH2:16][NH2:17])[CH2:14][CH2:13][CH2:12][CH2:11][CH:10]=1. (6) Given the product [Cl:1][C:2]1[CH:3]=[CH:4][C:5]([C:8]2[C:17]3[C:12](=[CH:13][C:14]([OH:18])=[CH:15][CH:16]=3)[O:11][C:10]([CH3:27])([CH3:26])[CH:9]=2)=[N:6][CH:7]=1, predict the reactants needed to synthesize it. The reactants are: [Cl:1][C:2]1[CH:3]=[CH:4][C:5]([C:8]2[C:17]3[C:12](=[CH:13][C:14]([O:18][Si](C(C)(C)C)(C)C)=[CH:15][CH:16]=3)[O:11][C:10]([CH3:27])([CH3:26])[CH:9]=2)=[N:6][CH:7]=1.[F-].C([N+](CCCC)(CCCC)CCCC)CCC. (7) Given the product [F:22][C:23]1[CH:24]=[C:25]([NH:38][C:39]([NH:41][CH2:42][CH2:43][OH:44])=[O:40])[CH:26]=[CH:27][C:28]=1[C:2]1[N:3]=[C:4]([N:16]2[CH2:21][CH2:20][O:19][CH2:18][CH2:17]2)[C:5]2[CH2:10][N:9]([C:11]([O:13][CH2:14][CH3:15])=[O:12])[CH2:8][C:6]=2[N:7]=1, predict the reactants needed to synthesize it. The reactants are: Cl[C:2]1[N:3]=[C:4]([N:16]2[CH2:21][CH2:20][O:19][CH2:18][CH2:17]2)[C:5]2[CH2:10][N:9]([C:11]([O:13][CH2:14][CH3:15])=[O:12])[CH2:8][C:6]=2[N:7]=1.[F:22][C:23]1[CH:24]=[C:25]([NH:38][C:39]([NH:41][CH2:42][CH2:43][OH:44])=[O:40])[CH:26]=[CH:27][C:28]=1B1OC(C)(C)C(C)(C)O1.